This data is from Reaction yield outcomes from USPTO patents with 853,638 reactions. The task is: Predict the reaction yield, written as a fraction of the theoretical maximum amount of product (1.0 means a 100% yield; for example, 0.34 means a 34% yield). (1) The reactants are [C:1]([N:4]1[CH2:9][CH2:8][C@H:7]([NH:10][C:11]([C:13]2[NH:14][C:15]([CH2:19][CH3:20])=[C:16]([Cl:18])[N:17]=2)=[O:12])[C@H:6]([O:21][CH3:22])[CH2:5]1)(=[S:3])[NH2:2].Br[CH:24]([CH2:34][CH3:35])[C:25](=O)[C:26]([O:28][CH2:29][CH2:30][CH2:31][CH3:32])=[O:27]. No catalyst specified. The product is [Cl:18][C:16]1[N:17]=[C:13]([C:11]([NH:10][C@H:7]2[CH2:8][CH2:9][N:4]([C:1]3[S:3][C:24]([CH2:34][CH3:35])=[C:25]([C:26]([O:28][CH2:29][CH2:30][CH2:31][CH3:32])=[O:27])[N:2]=3)[CH2:5][C@H:6]2[O:21][CH3:22])=[O:12])[NH:14][C:15]=1[CH2:19][CH3:20]. The yield is 0.780. (2) The reactants are [CH2:1]([O:8][C:9]([C:11]1[C:19]2[C:14](=[CH:15][CH:16]=[C:17]([CH2:20][CH2:21][NH:22]C(OC(C)(C)C)=O)[CH:18]=2)[NH:13][C:12]=1[CH3:30])=[O:10])[C:2]1[CH:7]=[CH:6][CH:5]=[CH:4][CH:3]=1.[ClH:31]. The catalyst is O1CCOCC1. The product is [ClH:31].[CH2:1]([O:8][C:9]([C:11]1[C:19]2[C:14](=[CH:15][CH:16]=[C:17]([CH2:20][CH2:21][NH2:22])[CH:18]=2)[NH:13][C:12]=1[CH3:30])=[O:10])[C:2]1[CH:3]=[CH:4][CH:5]=[CH:6][CH:7]=1. The yield is 0.890. (3) The reactants are [NH2:1][C:2]1[CH:7]=[CH:6][CH:5]=[C:4]([NH2:8])[N:3]=1.[CH3:9][CH2:10]O.C(=O)(O)[O-].[Na+].ClCC=O. The catalyst is [Na+].[Cl-]. The product is [N:1]1[CH:9]=[CH:10][N:3]2[C:4]([NH2:8])=[CH:5][CH:6]=[CH:7][C:2]=12. The yield is 0.220. (4) The yield is 0.310. The catalyst is C1(C)C=CC=CC=1. The reactants are [Br:1][CH2:2][C:3]([O:5][CH2:6][CH2:7][C:8]1[S:12][CH:11]=[N:10][C:9]=1[CH3:13])=[O:4].[C:14]1([P:20]([C:27]2[CH:32]=[CH:31][CH:30]=[CH:29][CH:28]=2)[C:21]2[CH:26]=[CH:25][CH:24]=[CH:23][CH:22]=2)[CH:19]=[CH:18][CH:17]=[CH:16][CH:15]=1. The product is [Br-:1].[CH3:13][C:9]1[N:10]=[CH:11][S:12][C:8]=1[CH2:7][CH2:6][O:5][C:3](=[O:4])[CH2:2][P+:20]([C:21]1[CH:22]=[CH:23][CH:24]=[CH:25][CH:26]=1)([C:27]1[CH:32]=[CH:31][CH:30]=[CH:29][CH:28]=1)[C:14]1[CH:15]=[CH:16][CH:17]=[CH:18][CH:19]=1. (5) The reactants are [CH3:1][O:2][C:3](=[O:14])[C:4]1[CH:9]=[CH:8][C:7]([CH2:10]Br)=[C:6]([O:12][CH3:13])[CH:5]=1.[N-:15]=[N+:16]=[N-:17].[Na+]. The catalyst is CN(C=O)C. The product is [CH3:1][O:2][C:3](=[O:14])[C:4]1[CH:9]=[CH:8][C:7]([CH2:10][N:15]=[N+:16]=[N-:17])=[C:6]([O:12][CH3:13])[CH:5]=1. The yield is 0.970.